Predict the product of the given reaction. From a dataset of Forward reaction prediction with 1.9M reactions from USPTO patents (1976-2016). (1) Given the reactants CN(C(ON1N=NC2C=CC=NC1=2)=[N+](C)C)C.F[P-](F)(F)(F)(F)F.C(N(CC)CC)C.[O:32]1[CH2:37][CH2:36][N:35]([C:38]2[N:39]=[CH:40][C:41]3[CH:47]=[C:46]([C:48]([OH:50])=O)[C:45](=[O:51])[NH:44][C:42]=3[N:43]=2)[CH2:34][CH2:33]1.[NH2:52][C:53]1[CH:54]=[C:55]([CH:64]=[CH:65][C:66]=1[Cl:67])[C:56]([NH:58][CH2:59][C:60]([CH3:63])([CH3:62])[CH3:61])=[O:57], predict the reaction product. The product is: [Cl:67][C:66]1[CH:65]=[CH:64][C:55]([C:56](=[O:57])[NH:58][CH2:59][C:60]([CH3:61])([CH3:63])[CH3:62])=[CH:54][C:53]=1[NH:52][C:48]([C:46]1[C:45](=[O:51])[NH:44][C:42]2[N:43]=[C:38]([N:35]3[CH2:34][CH2:33][O:32][CH2:37][CH2:36]3)[N:39]=[CH:40][C:41]=2[CH:47]=1)=[O:50]. (2) Given the reactants Cl.[NH2:2][C@@H:3]([C:36]([CH3:39])([CH3:38])[CH3:37])[C:4]([N:6]1[CH2:10][C@H:9]([O:11][C:12]2[CH:17]=[CH:16][C:15]([Cl:18])=[CH:14][N:13]=2)[CH2:8][C@H:7]1[C:19]([NH:21][C@H:22]([CH:28]([OH:35])[C:29]([NH:31][CH:32]1[CH2:34][CH2:33]1)=[O:30])[CH2:23][CH:24]1[CH2:27][CH2:26][CH2:25]1)=[O:20])=[O:5].C(N(CC)CC)C.[C:47]([N:51]=[C:52]=[O:53])([CH3:50])([CH3:49])[CH3:48], predict the reaction product. The product is: [C:47]([NH:51][C:52](=[O:53])[NH:2][C@@H:3]([C:36]([CH3:39])([CH3:38])[CH3:37])[C:4]([N:6]1[CH2:10][C@H:9]([O:11][C:12]2[CH:17]=[CH:16][C:15]([Cl:18])=[CH:14][N:13]=2)[CH2:8][C@H:7]1[C:19]([NH:21][C@H:22]([CH:28]([OH:35])[C:29]([NH:31][CH:32]1[CH2:33][CH2:34]1)=[O:30])[CH2:23][CH:24]1[CH2:27][CH2:26][CH2:25]1)=[O:20])=[O:5])([CH3:50])([CH3:49])[CH3:48].